From a dataset of Full USPTO retrosynthesis dataset with 1.9M reactions from patents (1976-2016). Predict the reactants needed to synthesize the given product. (1) Given the product [F:1][C:2]1[CH:7]=[CH:6][C:5]([C:8]2[CH:9]=[C:10]3[N:22]=[CH:25][N:14]([C:15]4[CH:16]=[C:17]([NH2:21])[CH:18]=[CH:19][CH:20]=4)[C:11]3=[N:12][CH:13]=2)=[CH:4][CH:3]=1, predict the reactants needed to synthesize it. The reactants are: [F:1][C:2]1[CH:7]=[CH:6][C:5]([C:8]2[CH:9]=[C:10]([N+:22]([O-])=O)[C:11]([NH:14][C:15]3[CH:20]=[CH:19][CH:18]=[C:17]([NH2:21])[CH:16]=3)=[N:12][CH:13]=2)=[CH:4][CH:3]=1.[CH3:25]C(O)=O. (2) Given the product [C:2]1(/[CH:8]=[CH:9]/[C:10]2[CH:15]=[CH:14][CH:13]=[CH:12][CH:11]=2)[CH:7]=[CH:6][CH:5]=[CH:4][CH:3]=1, predict the reactants needed to synthesize it. The reactants are: I[C:2]1[CH:7]=[CH:6][CH:5]=[CH:4][CH:3]=1.[CH2:8]=[CH:9][C:10]1[CH:15]=[CH:14][CH:13]=[CH:12][CH:11]=1. (3) The reactants are: [NH2:1][C:2]1[CH:7]=[CH:6][C:5]([Cl:8])=[CH:4][C:3]=1[C:9]([C:11]1[CH:16]=[CH:15][CH:14]=[CH:13][CH:12]=1)=[O:10].[C:17]([C:21]1[CH:26]=[CH:25][C:24]([S:27](Cl)(=[O:29])=[O:28])=[CH:23][CH:22]=1)([CH3:20])([CH3:19])[CH3:18]. Given the product [C:9]([C:3]1[CH:4]=[C:5]([Cl:8])[CH:6]=[CH:7][C:2]=1[NH:1][S:27]([C:24]1[CH:25]=[CH:26][C:21]([C:17]([CH3:20])([CH3:19])[CH3:18])=[CH:22][CH:23]=1)(=[O:29])=[O:28])(=[O:10])[C:11]1[CH:12]=[CH:13][CH:14]=[CH:15][CH:16]=1, predict the reactants needed to synthesize it. (4) Given the product [CH2:30]([N:32]([CH2:33][CH3:34])[C:10](=[O:29])[CH2:11][CH2:12][CH2:13][CH2:14][CH2:15][CH2:16][CH2:17]/[CH:18]=[CH:19]\[CH2:20][CH2:21][CH2:22][CH2:23][CH2:24][CH2:25][CH2:26][CH3:27])[CH3:31], predict the reactants needed to synthesize it. The reactants are: C(Cl)(=O)C(Cl)=O.C(Cl)Cl.[C:10]([OH:29])(=O)[CH2:11][CH2:12][CH2:13][CH2:14][CH2:15][CH2:16][CH2:17]/[CH:18]=[CH:19]\[CH2:20][CH2:21][CH2:22][CH2:23][CH2:24][CH2:25][CH2:26][CH3:27].[CH2:30]([NH:32][CH2:33][CH3:34])[CH3:31]. (5) The reactants are: [C:1]([O:5][C:6]([N:8]1[CH2:13][CH2:12][CH:11]([NH:14][C:15]2[CH:20]=[CH:19][C:18]([Br:21])=[CH:17][CH:16]=2)[CH2:10][CH:9]1[CH2:22][CH3:23])=[O:7])([CH3:4])([CH3:3])[CH3:2].Br[CH2:25][C:26]1[CH:31]=[C:30]([C:32]([F:35])([F:34])[F:33])[CH:29]=[C:28]([C:36]([F:39])([F:38])[F:37])[CH:27]=1.C(=O)([O-])[O-].[K+].[K+].[I-].[Na+]. Given the product [C:1]([O:5][C:6]([N:8]1[CH2:13][CH2:12][CH:11]([N:14]([CH2:25][C:26]2[CH:27]=[C:28]([C:36]([F:38])([F:39])[F:37])[CH:29]=[C:30]([C:32]([F:33])([F:34])[F:35])[CH:31]=2)[C:15]2[CH:20]=[CH:19][C:18]([Br:21])=[CH:17][CH:16]=2)[CH2:10][CH:9]1[CH2:22][CH3:23])=[O:7])([CH3:4])([CH3:3])[CH3:2], predict the reactants needed to synthesize it.